From a dataset of Full USPTO retrosynthesis dataset with 1.9M reactions from patents (1976-2016). Predict the reactants needed to synthesize the given product. (1) The reactants are: C([O:5][C:6]([C:8]1[C:13]([CH3:14])=[CH:12][C:11]([C:15]#[N:16])=[CH:10][N:9]=1)=[O:7])(C)(C)C.O.C(O)(C(F)(F)F)=O. Given the product [C:15]([C:11]1[CH:12]=[C:13]([CH3:14])[C:8]([C:6]([OH:7])=[O:5])=[N:9][CH:10]=1)#[N:16], predict the reactants needed to synthesize it. (2) Given the product [F:24][C:25]([F:34])([F:35])[C:26]1[CH:27]=[C:28]([CH:31]=[CH:32][CH:33]=1)[CH2:29][N:3]1[CH:4]([C:8]([NH:10][C:11]2([C:14]3[CH:15]=[CH:16][C:17]([C:18]([O:20][CH3:21])=[O:19])=[CH:22][CH:23]=3)[CH2:12][CH2:13]2)=[O:9])[CH2:5][CH:6]2[CH:1]([CH2:7]2)[CH2:2]1, predict the reactants needed to synthesize it. The reactants are: [CH:1]12[CH2:7][CH:6]1[CH2:5][CH:4]([C:8]([NH:10][C:11]1([C:14]3[CH:23]=[CH:22][C:17]([C:18]([O:20][CH3:21])=[O:19])=[CH:16][CH:15]=3)[CH2:13][CH2:12]1)=[O:9])[NH:3][CH2:2]2.[F:24][C:25]([F:35])([F:34])[C:26]1[CH:27]=[C:28]([CH:31]=[CH:32][CH:33]=1)[CH2:29]Br.C([O-])([O-])=O.[Cs+].[Cs+]. (3) Given the product [CH:8]1[CH:9]=[CH:10][C:2]2[C:1]([C:37]3[CH:38]=[CH:39][C:34]([OH:31])=[CH:35][CH:36]=3)([C:25]3[CH:24]=[CH:23][C:22]([OH:28])=[CH:27][CH:26]=3)[O:6][C:4](=[O:5])[C:3]=2[CH:7]=1, predict the reactants needed to synthesize it. The reactants are: [C:1]1(=O)[O:6][C:4](=[O:5])[C:3]2=[CH:7][CH:8]=[CH:9][CH:10]=[C:2]12.C([N+]1C=CN(C)C=1)CCC.[C:22]1([OH:28])[CH:27]=[CH:26][CH:25]=[CH:24][CH:23]=1.ClS(O)(=O)=[O:31].[C:34]1(C)[CH:39]=[CH:38][CH:37]=[CH:36][CH:35]=1. (4) Given the product [Cl:1][C:2]1[CH:3]=[C:4]([C:9]([CH2:39][N+:36]([O-:38])=[O:37])([C:32]([F:33])([F:35])[F:34])[CH2:10][C:11]([C:13]2[CH:14]=[C:15]3[C:19](=[CH:20][CH:21]=2)[C:18]2([CH2:22][N:23]([C:25]([O:27][C:28]([CH3:31])([CH3:30])[CH3:29])=[O:26])[CH2:24]2)[O:17][CH2:16]3)=[O:12])[CH:5]=[C:6]([Cl:8])[CH:7]=1, predict the reactants needed to synthesize it. The reactants are: [Cl:1][C:2]1[CH:3]=[C:4]([C:9]([C:32]([F:35])([F:34])[F:33])=[CH:10][C:11]([C:13]2[CH:14]=[C:15]3[C:19](=[CH:20][CH:21]=2)[C:18]2([CH2:24][N:23]([C:25]([O:27][C:28]([CH3:31])([CH3:30])[CH3:29])=[O:26])[CH2:22]2)[O:17][CH2:16]3)=[O:12])[CH:5]=[C:6]([Cl:8])[CH:7]=1.[N+:36]([CH3:39])([O-:38])=[O:37].C1CCN2C(=NCCC2)CC1. (5) Given the product [Cl:26][C:27]1[N:32]=[C:31]([NH:33][C:43]([N:46]2[CH2:47][CH2:48][C:6](=[CH:5][C:8]3[CH:24]=[CH:23][CH:22]=[C:10]([O:11][C:12]4[CH:17]=[CH:16][C:15]([C:18]([F:19])([F:20])[F:21])=[CH:14][N:13]=4)[CH:9]=3)[CH2:51][CH2:49]2)=[O:54])[CH:30]=[N:29][CH:28]=1, predict the reactants needed to synthesize it. The reactants are: Cl.N1C[CH2:6][C:5](=[C:8]2[CH:24]=[CH:23][CH:22]=[C:10]([O:11][C:12]3[CH:17]=[CH:16][C:15]([C:18]([F:21])([F:20])[F:19])=[CH:14][N:13]=3)[CH:9]2C)CC1.[Cl:26][C:27]1[N:32]=[C:31]([NH:33]C(=O)OC2C=CC=CC=2)[CH:30]=[N:29][CH:28]=1.[CH:43]([N:46]([CH:49]([CH3:51])C)[CH2:47][CH3:48])(C)C.CS(C)=[O:54]. (6) Given the product [Br:18][CH2:16][C:15]([C:12]1[CH:11]=[CH:10][C:9]([O:8][CH2:1][C:2]2[CH:3]=[CH:4][CH:5]=[CH:6][CH:7]=2)=[CH:14][CH:13]=1)=[O:17], predict the reactants needed to synthesize it. The reactants are: [CH2:1]([O:8][C:9]1[CH:14]=[CH:13][C:12]([C:15](=[O:17])[CH3:16])=[CH:11][CH:10]=1)[C:2]1[CH:7]=[CH:6][CH:5]=[CH:4][CH:3]=1.[Br:18]Br. (7) Given the product [F:18][C:16]1[CH:15]=[C:14]([C:13]([O:12][CH2:11][CH3:10])=[O:19])[C:41]2[C:42](=[O:43])[CH:39]([C:38]3[N:34]([CH3:33])[N:35]=[CH:36][N:37]=3)[CH:1]([C:2]3[CH:3]=[CH:4][CH:5]=[CH:6][CH:7]=3)[NH:8][C:9]=2[CH:17]=1, predict the reactants needed to synthesize it. The reactants are: [CH:1](=[N:8]/[C:9]1[CH:17]=[C:16]([F:18])[CH:15]=[C:14]2[C:10]=1[CH2:11][O:12][C:13]2=[O:19])\[C:2]1[CH:7]=[CH:6][CH:5]=[CH:4][CH:3]=1.[O-]S([O-])=O.[Na+].[Na+].[O-]S([O-])(=O)=O.[Na+].[Na+].[CH3:33][N:34]1[C:38]([CH:39]=O)=[N:37][CH:36]=[N:35]1.[CH3:41][CH2:42][O-:43].[Na+].